Dataset: Catalyst prediction with 721,799 reactions and 888 catalyst types from USPTO. Task: Predict which catalyst facilitates the given reaction. (1) Reactant: [Cl:1][C:2]1[CH:7]=[CH:6][C:5]([NH:8][C:9]2[C:17]3[C:12](=[CH:13][N:14]=[CH:15][CH:16]=3)[O:11][C:10]=2[C:18]([OH:20])=O)=[CH:4][CH:3]=1.C1C=CC2N(O)N=NC=2C=1.CN(C(ON1N=NC2C=CC=CC1=2)=[N+](C)C)C.F[P-](F)(F)(F)(F)F.C(N(C(C)C)CC)(C)C.[NH2:64][CH2:65][CH:66]([OH:68])[CH3:67]. Product: [Cl:1][C:2]1[CH:3]=[CH:4][C:5]([NH:8][C:9]2[C:17]3[C:12](=[CH:13][N:14]=[CH:15][CH:16]=3)[O:11][C:10]=2[C:18]([NH:64][CH2:65][CH:66]([OH:68])[CH3:67])=[O:20])=[CH:6][CH:7]=1. The catalyst class is: 3. (2) Reactant: Br[C:2]1[CH:7]=[CH:6][CH:5]=[CH:4][C:3]=1[CH:8]1[CH2:17][C:16]([CH3:19])([CH3:18])[C:15]2[C:10](=[CH:11][CH:12]=[C:13]([Cl:20])[CH:14]=2)[NH:9]1.[NH2:21][C:22]1([C:25]([OH:27])=[O:26])[CH2:24][CH2:23]1.C(=O)([O-])[O-].[K+].[K+]. Product: [Cl:20][C:13]1[CH:14]=[C:15]2[C:10](=[CH:11][CH:12]=1)[NH:9][CH:8]([C:3]1[CH:4]=[CH:5][CH:6]=[CH:7][C:2]=1[NH:21][C:22]([CH3:24])([CH3:23])[C:25]([OH:27])=[O:26])[CH2:17][C:16]2([CH3:19])[CH3:18]. The catalyst class is: 156. (3) Reactant: [Cl:1][C:2]1[C:7]2[CH:8]=[CH:9][NH:10][C:6]=2[CH:5]=[CH:4][N:3]=1.[H-].[Na+].Br[CH2:14][C:15]([O:17][CH3:18])=[O:16]. Product: [CH3:18][O:17][C:15](=[O:16])[CH2:14][N:10]1[C:6]2[CH:5]=[CH:4][N:3]=[C:2]([Cl:1])[C:7]=2[CH:8]=[CH:9]1. The catalyst class is: 598.